Predict the reactants needed to synthesize the given product. From a dataset of Full USPTO retrosynthesis dataset with 1.9M reactions from patents (1976-2016). (1) Given the product [F:38][C:5]([F:4])([F:37])[C:6]1[CH:11]=[CH:10][CH:9]=[CH:8][C:7]=1[N:12]=[C:13]=[N:15][C:16]1[CH:21]=[CH:20][C:19]([Cl:22])=[C:18]([S:23]([N:26]([CH3:27])[CH3:28])(=[O:25])=[O:24])[C:17]=1[O:29][Si:30]([C:33]([CH3:34])([CH3:35])[CH3:36])([CH3:31])[CH3:32], predict the reactants needed to synthesize it. The reactants are: N=C=N.[F:4][C:5]([F:38])([F:37])[C:6]1[CH:11]=[CH:10][CH:9]=[CH:8][C:7]=1[NH:12][C:13]([NH:15][C:16]1[CH:21]=[CH:20][C:19]([Cl:22])=[C:18]([S:23]([N:26]([CH3:28])[CH3:27])(=[O:25])=[O:24])[C:17]=1[O:29][Si:30]([C:33]([CH3:36])([CH3:35])[CH3:34])([CH3:32])[CH3:31])=S.CS(Cl)(=O)=O.C(N(CC)CC)C. (2) Given the product [NH2:23][C:14]1[CH:13]=[CH:12][CH:11]=[C:10]2[C:15]=1[C:6]([CH2:5][C:4]1[CH:18]=[CH:19][C:20]([F:21])=[C:2]([Br:1])[CH:3]=1)=[N:7][NH:8][C:9]2=[O:17], predict the reactants needed to synthesize it. The reactants are: [Br:1][C:2]1[CH:3]=[C:4]([CH:18]=[CH:19][C:20]=1[F:21])[CH2:5][C:6]1[C:15]2[C:10](=[CH:11][CH:12]=[CH:13][C:14]=2C)[C:9](=[O:17])[NH:8][N:7]=1.[Cl-].[NH4+:23].